Dataset: Forward reaction prediction with 1.9M reactions from USPTO patents (1976-2016). Task: Predict the product of the given reaction. (1) Given the reactants C([O:8][C:9]1[CH:21]=[CH:20][C:19]2[C:18]3[C:13](=[CH:14][C:15]([N:22]([CH3:25])[CH:23]=[O:24])=[CH:16][CH:17]=3)[N:12]([C:26]([O:28][C:29]([CH3:32])([CH3:31])[CH3:30])=[O:27])[C:11]=2[CH:10]=1)C1C=CC=CC=1, predict the reaction product. The product is: [OH:8][C:9]1[CH:21]=[CH:20][C:19]2[C:18]3[C:13](=[CH:14][C:15]([N:22]([CH3:25])[CH:23]=[O:24])=[CH:16][CH:17]=3)[N:12]([C:26]([O:28][C:29]([CH3:32])([CH3:31])[CH3:30])=[O:27])[C:11]=2[CH:10]=1. (2) Given the reactants [OH:1][CH:2]1[CH2:7][CH2:6][N:5]([C:8]([O:10][CH2:11][C:12]2[CH:17]=[CH:16][CH:15]=[CH:14][CH:13]=2)=[O:9])[CH2:4][CH2:3]1.[H-].[Na+].[CH3:20][N:21]([CH3:27])[S:22]([CH:25]=[CH2:26])(=[O:24])=[O:23].O, predict the reaction product. The product is: [CH3:20][N:21]([CH3:27])[S:22]([CH2:25][CH2:26][O:1][CH:2]1[CH2:3][CH2:4][N:5]([C:8]([O:10][CH2:11][C:12]2[CH:17]=[CH:16][CH:15]=[CH:14][CH:13]=2)=[O:9])[CH2:6][CH2:7]1)(=[O:24])=[O:23]. (3) Given the reactants C[C:2]1([CH:15]=O)[C:7]([CH3:8])=[CH:6][CH:5]=[C:4]([C:9]2[CH:14]=[CH:13][CH:12]=[CH:11][CH:10]=2)[CH2:3]1.[ClH:17].Cl.[NH2:19][C:20]1[C:29]([NH2:30])=[C:28]2[C:23]([CH:24]=[C:25]([C:32]([OH:34])=[O:33])[CH:26]=[C:27]2[OH:31])=[CH:22][CH:21]=1.S(=O)(O)[O-].[Na+].[CH3:40]CO, predict the reaction product. The product is: [ClH:17].[CH3:15][C:2]1[CH:3]=[C:4]([C:9]2[CH:10]=[CH:11][CH:12]=[C:13]([C:40]3[NH:19][C:20]4[CH:21]=[CH:22][C:23]5[C:28](=[C:27]([OH:31])[CH:26]=[C:25]([C:32]([OH:34])=[O:33])[CH:24]=5)[C:29]=4[N:30]=3)[CH:14]=2)[CH:5]=[CH:6][C:7]=1[CH3:8]. (4) Given the reactants [N-]=[N+]=[N-].[ClH:4].[CH2:5]([C:8]1([NH2:18])[CH2:13][C:12]([CH3:15])([CH3:14])[CH2:11][C:10](C)([CH3:16])[CH2:9]1)C=C, predict the reaction product. The product is: [ClH:4].[CH3:5][C:8]1([NH2:18])[CH2:13][C:12]([CH3:15])([CH3:14])[CH2:11][C:10]([CH3:16])=[CH:9]1. (5) Given the reactants N[CH2:2][C:3]1[CH:8]=[CH:7][C:6]([NH:9][C:10]([CH2:12][CH2:13][N:14]2[CH2:19][CH2:18][CH:17]([O:20][C:21](=[O:35])[NH:22][C:23]3[CH:28]=[CH:27][CH:26]=[CH:25][C:24]=3[C:29]3[CH:34]=[CH:33][CH:32]=[CH:31][CH:30]=3)[CH2:16][CH2:15]2)=[O:11])=[CH:5][CH:4]=1.NC1C=CC(C[OH:42])=CC=1.CN(C(ON1N=NC2C=CC=NC1=2)=[N+](C)C)C.F[P-](F)(F)(F)(F)F.CCN(C(C)C)C(C)C.CS(C)=O, predict the reaction product. The product is: [CH:2]([C:3]1[CH:8]=[CH:7][C:6]([NH:9][C:10]([CH2:12][CH2:13][N:14]2[CH2:19][CH2:18][CH:17]([O:20][C:21](=[O:35])[NH:22][C:23]3[CH:28]=[CH:27][CH:26]=[CH:25][C:24]=3[C:29]3[CH:30]=[CH:31][CH:32]=[CH:33][CH:34]=3)[CH2:16][CH2:15]2)=[O:11])=[CH:5][CH:4]=1)=[O:42].